From a dataset of NCI-60 drug combinations with 297,098 pairs across 59 cell lines. Regression. Given two drug SMILES strings and cell line genomic features, predict the synergy score measuring deviation from expected non-interaction effect. (1) Drug 1: CC=C1C(=O)NC(C(=O)OC2CC(=O)NC(C(=O)NC(CSSCCC=C2)C(=O)N1)C(C)C)C(C)C. Drug 2: CC1CCCC2(C(O2)CC(NC(=O)CC(C(C(=O)C(C1O)C)(C)C)O)C(=CC3=CSC(=N3)C)C)C. Cell line: SN12C. Synergy scores: CSS=62.4, Synergy_ZIP=1.69, Synergy_Bliss=0.584, Synergy_Loewe=-3.65, Synergy_HSA=-0.269. (2) Drug 1: C1=C(C(=O)NC(=O)N1)F. Drug 2: CCC1(C2=C(COC1=O)C(=O)N3CC4=CC5=C(C=CC(=C5CN(C)C)O)N=C4C3=C2)O.Cl. Cell line: HOP-62. Synergy scores: CSS=52.5, Synergy_ZIP=-3.09, Synergy_Bliss=-7.13, Synergy_Loewe=-9.17, Synergy_HSA=-8.44. (3) Drug 1: C1C(C(OC1N2C=C(C(=O)NC2=O)F)CO)O. Drug 2: C1CNP(=O)(OC1)N(CCCl)CCCl. Cell line: HCT-15. Synergy scores: CSS=35.1, Synergy_ZIP=-2.01, Synergy_Bliss=-1.50, Synergy_Loewe=-27.7, Synergy_HSA=-2.20. (4) Cell line: NCI-H226. Drug 2: C#CCC(CC1=CN=C2C(=N1)C(=NC(=N2)N)N)C3=CC=C(C=C3)C(=O)NC(CCC(=O)O)C(=O)O. Drug 1: C1CCN(CC1)CCOC2=CC=C(C=C2)C(=O)C3=C(SC4=C3C=CC(=C4)O)C5=CC=C(C=C5)O. Synergy scores: CSS=-0.965, Synergy_ZIP=0.755, Synergy_Bliss=-2.15, Synergy_Loewe=-5.43, Synergy_HSA=-4.46.